From a dataset of Forward reaction prediction with 1.9M reactions from USPTO patents (1976-2016). Predict the product of the given reaction. (1) Given the reactants S(=O)(=O)(O)O.[CH3:6][C:7]1[CH:15]=[CH:14][C:13]([N+:16]([O-:18])=[O:17])=[CH:12][C:8]=1[C:9]([OH:11])=[O:10].[C:19](=O)(O)[O-].[Na+], predict the reaction product. The product is: [CH3:19][O:10][C:9](=[O:11])[C:8]1[CH:12]=[C:13]([N+:16]([O-:18])=[O:17])[CH:14]=[CH:15][C:7]=1[CH3:6]. (2) Given the reactants [Cl:1][C:2]1[C:3]([F:26])=[C:4]([N:8]2[C:12](OS(C(F)(F)F)(=O)=O)=[CH:11][C:10]([C:21]([O:23][CH2:24][CH3:25])=[O:22])=[N:9]2)[CH:5]=[CH:6][CH:7]=1.[SH:27][CH2:28][CH2:29][C:30]([O:32][CH2:33][CH:34]([CH2:39][CH3:40])[CH2:35][CH2:36][CH2:37][CH3:38])=[O:31].C(N(C(C)C)C(C)C)C.O, predict the reaction product. The product is: [Cl:1][C:2]1[C:3]([F:26])=[C:4]([N:8]2[C:12]([S:27][CH2:28][CH2:29][C:30]([O:32][CH2:33][CH:34]([CH2:39][CH3:40])[CH2:35][CH2:36][CH2:37][CH3:38])=[O:31])=[CH:11][C:10]([C:21]([O:23][CH2:24][CH3:25])=[O:22])=[N:9]2)[CH:5]=[CH:6][CH:7]=1. (3) The product is: [Si:1]([O:8][CH2:9][CH2:10][C:11]1[CH:12]=[N:13][N:14]([C:17]2[CH:22]=[C:21]([C:23]#[N:24])[CH:20]=[CH:19][N:18]=2)[C:15]=1[O:16][CH2:32][C:29]1[CH:30]=[CH:31][C:26]([F:25])=[CH:27][CH:28]=1)([C:4]([CH3:7])([CH3:5])[CH3:6])([CH3:3])[CH3:2]. Given the reactants [Si:1]([O:8][CH2:9][CH2:10][C:11]1[CH:12]=[N:13][N:14]([C:17]2[CH:22]=[C:21]([C:23]#[N:24])[CH:20]=[CH:19][N:18]=2)[C:15]=1[OH:16])([C:4]([CH3:7])([CH3:6])[CH3:5])([CH3:3])[CH3:2].[F:25][C:26]1[CH:31]=[CH:30][C:29]([CH2:32]O)=[CH:28][CH:27]=1, predict the reaction product. (4) Given the reactants [Cl-].[Cl:2][C:3]1[C:12]2[C:7](=[CH:8][CH:9]=[CH:10][CH:11]=2)[CH:6]=[CH:5][C:4]=1[O:13][CH2:14][CH2:15][NH3+:16].[CH3:17][C:18]1[O:22][C:21]([C:23](=O)[CH3:24])=[CH:20][CH:19]=1, predict the reaction product. The product is: [Cl:2][C:3]1[C:12]2[C:7](=[CH:8][CH:9]=[CH:10][CH:11]=2)[CH:6]=[CH:5][C:4]=1[O:13][CH2:14][CH2:15][NH:16][CH:23]([C:21]1[O:22][C:18]([CH3:17])=[CH:19][CH:20]=1)[CH3:24]. (5) The product is: [F:19][C:20]1[CH:21]=[C:22]([C:26]2[CH:31]=[CH:30][CH:29]=[CH:28][C:27]=2[C:32]([N:7]2[CH2:6][CH:5]3[CH2:1][N:2]([C:9]4[CH:18]=[N:17][C:16]5[C:11](=[CH:12][CH:13]=[CH:14][CH:15]=5)[N:10]=4)[CH2:3][CH:4]3[CH2:8]2)=[O:33])[CH:23]=[CH:24][CH:25]=1. Given the reactants [CH2:1]1[CH:5]2[CH2:6][NH:7][CH2:8][CH:4]2[CH2:3][N:2]1[C:9]1[CH:18]=[N:17][C:16]2[C:11](=[CH:12][CH:13]=[CH:14][CH:15]=2)[N:10]=1.[F:19][C:20]1[CH:21]=[C:22]([C:26]2[C:27]([C:32](O)=[O:33])=[CH:28][CH:29]=[CH:30][CH:31]=2)[CH:23]=[CH:24][CH:25]=1, predict the reaction product. (6) Given the reactants C(=O)([O-])[O-].[K+].[K+].CC(C1C=C(C(C)C)C(C2C(P(C3CCCCC3)C3CCCCC3)=C(OC)C=CC=2OC)=C(C(C)C)C=1)C.Cl[C:46]1[C:55]2[C:50](=[CH:51][C:52]([F:57])=[CH:53][C:54]=2[F:56])[N:49]=[C:48]([N:58]2[CH2:62][C:61]([CH3:64])([CH3:63])[CH2:60][C:59]2=[O:65])[C:47]=1[CH3:66].[NH2:67][C:68]1[CH:73]=[C:72]([N:74]2[CH2:79][CH2:78][O:77][CH2:76][CH2:75]2)[N:71]=[CH:70][C:69]=1[C:80]1[CH:81]=[N:82][C:83]([NH:86][C:87](=[O:93])[O:88][C:89]([CH3:92])([CH3:91])[CH3:90])=[N:84][CH:85]=1, predict the reaction product. The product is: [CH3:63][C:61]1([CH3:64])[CH2:62][N:58]([C:48]2[C:47]([CH3:66])=[C:46]([NH:67][C:68]3[CH:73]=[C:72]([N:74]4[CH2:79][CH2:78][O:77][CH2:76][CH2:75]4)[N:71]=[CH:70][C:69]=3[C:80]3[CH:81]=[N:82][C:83]([NH:86][C:87](=[O:93])[O:88][C:89]([CH3:91])([CH3:90])[CH3:92])=[N:84][CH:85]=3)[C:55]3[C:50](=[CH:51][C:52]([F:57])=[CH:53][C:54]=3[F:56])[N:49]=2)[C:59](=[O:65])[CH2:60]1.